Dataset: Forward reaction prediction with 1.9M reactions from USPTO patents (1976-2016). Task: Predict the product of the given reaction. (1) Given the reactants [CH2:1]([P:17](=[O:20])([OH:19])[OH:18])[CH2:2][CH2:3][CH2:4][CH2:5][CH2:6][CH2:7][CH2:8][CH2:9][CH2:10][CH2:11][CH2:12][CH2:13][CH2:14][CH2:15][CH3:16].[OH-].[Na+:22], predict the reaction product. The product is: [Na+:22].[Na+:22].[CH2:1]([P:17](=[O:18])([O-:20])[O-:19])[CH2:2][CH2:3][CH2:4][CH2:5][CH2:6][CH2:7][CH2:8][CH2:9][CH2:10][CH2:11][CH2:12][CH2:13][CH2:14][CH2:15][CH3:16]. (2) The product is: [Cl:1][C:2]1[CH:3]=[C:4]2[C:9](=[CH:10][C:11]=1[O:12][CH2:50][C:45]1[CH:46]=[CH:47][CH:48]=[CH:49][N:44]=1)[NH:8][C:7](=[O:13])[C:6]([CH2:14][NH:15][C:16]1[CH:23]=[CH:22][C:19]([C:20]#[N:21])=[C:18]([CH3:24])[N:17]=1)=[CH:5]2. Given the reactants [Cl:1][C:2]1[CH:3]=[C:4]2[C:9](=[CH:10][C:11]=1[OH:12])[NH:8][C:7](=[O:13])[C:6]([CH2:14][NH:15][C:16]1[CH:23]=[CH:22][C:19]([C:20]#[N:21])=[C:18]([CH3:24])[N:17]=1)=[CH:5]2.C1(P(C2C=CC=CC=2)C2C=CC=CC=2)C=CC=CC=1.[N:44]1[CH:49]=[CH:48][CH:47]=[CH:46][C:45]=1[CH2:50]O.N(/C(OC(C)C)=O)=N\C(OC(C)C)=O, predict the reaction product. (3) Given the reactants Cl[C:2]1[CH:7]=[C:6]([C:8]2[N:9]([C:23]3[CH:28]=[CH:27][C:26]([F:29])=[CH:25][CH:24]=3)[C:10](=[O:22])[N:11]([CH2:13][C:14]3[CH:19]=[CH:18][CH:17]=[CH:16][C:15]=3[C:20]#[N:21])[CH:12]=2)[CH:5]=[CH:4][N:3]=1.[CH3:30][C@H:31]([NH2:38])[C:32]1[CH:37]=[CH:36][CH:35]=[CH:34][CH:33]=1.CC(C)([O-])C.[Na+].C(OCC)(=O)C, predict the reaction product. The product is: [C:20]([C:15]1[CH:16]=[CH:17][CH:18]=[CH:19][C:14]=1[CH2:13][N:11]1[CH:12]=[C:8]([C:6]2[CH:5]=[CH:4][N:3]=[C:2]([NH:38][C@H:31]([C:32]3[CH:37]=[CH:36][CH:35]=[CH:34][CH:33]=3)[CH3:30])[CH:7]=2)[N:9]([C:23]2[CH:28]=[CH:27][C:26]([F:29])=[CH:25][CH:24]=2)[C:10]1=[O:22])#[N:21]. (4) The product is: [Cl:27][C:28]1[CH:54]=[CH:53][C:3]([CH:2]=[CH:1][CH2:4][N:5]2[C:10](=[O:11])[C:9]([CH2:12][O:13][S:14]([CH3:17])(=[O:15])=[O:16])=[CH:8][C:7]([C:18]3[CH:19]=[CH:20][C:21]4[O:25][CH2:24][CH2:23][C:22]=4[CH:26]=3)=[N:6]2)=[CH:30][CH:29]=1. Given the reactants [CH:1]1([CH2:4][N:5]2[C:10](=[O:11])[C:9]([CH2:12][O:13][S:14]([CH3:17])(=[O:16])=[O:15])=[CH:8][C:7]([C:18]3[CH:19]=[CH:20][C:21]4[O:25][CH2:24][CH2:23][C:22]=4[CH:26]=3)=[N:6]2)[CH2:3][CH2:2]1.[Cl:27][C:28]1[CH:54]=[CH:53]C(C=CCN2C(=O)C(CO)=CC(C3C=CC4OCCC=4C=3)=N2)=[CH:30][CH:29]=1, predict the reaction product. (5) Given the reactants [CH3:1][NH:2][C:3]1[CH:8]=[CH:7][C:6]([C:9]2[CH:14]=[CH:13][CH:12]=[CH:11][C:10]=2[C:15]([F:18])([F:17])[F:16])=[CH:5][CH:4]=1.[F:19][C:20]1[CH:30]=[C:29]([N+:31]([O-:33])=[O:32])[CH:28]=[CH:27][C:21]=1[O:22][CH2:23][CH:24]1[CH2:26][O:25]1, predict the reaction product. The product is: [F:19][C:20]1[CH:30]=[C:29]([N+:31]([O-:33])=[O:32])[CH:28]=[CH:27][C:21]=1[O:22][CH2:23][CH:24]([OH:25])[CH2:26][N:2]([CH3:1])[C:3]1[CH:8]=[CH:7][C:6]([C:9]2[CH:14]=[CH:13][CH:12]=[CH:11][C:10]=2[C:15]([F:16])([F:17])[F:18])=[CH:5][CH:4]=1. (6) Given the reactants C1(C2[C@H]3CC[C@@H](C=2)C(C2C=CC=CC=2)=C3)C=CC=CC=1.[CH3:21][O:22][C:23]1[CH:24]=[C:25](B(O)O)[CH:26]=[CH:27][CH:28]=1.[CH3:32][CH2:33]/[CH:34]=[C:35](/[CH:37]=[O:38])\[CH3:36], predict the reaction product. The product is: [CH3:21][O:22][C:23]1[CH:24]=[C:25]([C@H:34]([CH2:33][CH3:32])[C@@H:35]([CH3:36])[CH:37]=[O:38])[CH:26]=[CH:27][CH:28]=1. (7) The product is: [C:5]1([C:26]2[CH:31]=[CH:30][CH:29]=[CH:28][CH:27]=2)[CH:6]=[CH:7][CH:2]=[CH:3][C:4]=1[C:9]1[N:13]2[C:14]3[N:22]=[C:21]([O:23][CH3:24])[CH:20]=[CH:19][C:15]=3[N:16]=[C:17]([CH3:18])[C:12]2=[C:11]([CH3:25])[N:10]=1. Given the reactants Cl[C:2]1[CH:3]=[C:4]([C:9]2[N:13]3[C:14]4[N:22]=[C:21]([O:23][CH3:24])[CH:20]=[CH:19][C:15]=4[N:16]=[C:17]([CH3:18])[C:12]3=[C:11]([CH3:25])[N:10]=2)[CH:5]=[C:6](Cl)[CH:7]=1.[C:26]1([C:26]2[CH:31]=[CH:30][CH:29]=[CH:28][CH:27]=2)[CH:31]=[CH:30][CH:29]=[CH:28][C:27]=1B(O)O.C([O-])([O-])=O.[K+].[K+], predict the reaction product.